This data is from Peptide-MHC class II binding affinity with 134,281 pairs from IEDB. The task is: Regression. Given a peptide amino acid sequence and an MHC pseudo amino acid sequence, predict their binding affinity value. This is MHC class II binding data. (1) The MHC is DRB1_0101 with pseudo-sequence DRB1_0101. The binding affinity (normalized) is 0. The peptide sequence is ALAQSRYWRIGEMYQGL. (2) The peptide sequence is YDKFLANVSTVDTGK. The MHC is DRB1_1101 with pseudo-sequence DRB1_1101. The binding affinity (normalized) is 0.388. (3) The peptide sequence is SQDLELSWNLNGYQAY. The MHC is HLA-DQA10101-DQB10501 with pseudo-sequence HLA-DQA10101-DQB10501. The binding affinity (normalized) is 0.836. (4) The peptide sequence is NFKVAATAANAAPAN. The MHC is HLA-DPA10103-DPB10301 with pseudo-sequence HLA-DPA10103-DPB10301. The binding affinity (normalized) is 0.555. (5) The peptide sequence is GLVVAMTFFEQVRRL. The MHC is DRB1_1101 with pseudo-sequence DRB1_1101. The binding affinity (normalized) is 0.386.